Task: Predict the product of the given reaction.. Dataset: Forward reaction prediction with 1.9M reactions from USPTO patents (1976-2016) Given the reactants [Si:1]([O:8][C@H:9]([C:63]1[C:68]2[O:69][CH2:70][C:71](=[O:73])[NH:72][C:67]=2[C:66]([OH:74])=[CH:65][CH:64]=1)[CH2:10][NH:11][CH2:12][CH2:13]CCC1C=CC(C2C=CC(NC(C3C=C(S(C4C=C5C(=C(C)C=4)N=CC(C(N)=O)=C5NC4C=CC=C(OC)C=4)(=O)=O)C=CC=3)=O)=CC=2)=CC=1)([C:4]([CH3:7])([CH3:6])[CH3:5])([CH3:3])[CH3:2].[CH3:75][O:76][C:77]1[CH:78]=[C:79]([NH:83][C:84]2[C:93]3[C:88](=[C:89]([CH3:119])[CH:90]=[C:91]([S:94]([C:97]4[CH:102]=[CH:101][CH:100]=[C:99]([C:103](=[O:118])[NH:104][C:105]5[CH:110]=[CH:109][C:108]([C:111]#[C:112][CH2:113]CC=O)=[CH:107][C:106]=5[CH3:117])[CH:98]=4)(=[O:96])=[O:95])[CH:92]=3)[N:87]=[CH:86][C:85]=2[C:120]([NH2:122])=[O:121])[CH:80]=[CH:81][CH:82]=1, predict the reaction product. The product is: [Si:1]([O:8][C@H:9]([C:63]1[C:68]2[O:69][CH2:70][C:71](=[O:73])[NH:72][C:67]=2[C:66]([OH:74])=[CH:65][CH:64]=1)[CH2:10][NH:11][CH2:12][CH2:13][CH2:113][C:112]#[C:111][C:108]1[CH:109]=[CH:110][C:105]([NH:104][C:103]([C:99]2[CH:98]=[C:97]([S:94]([C:91]3[CH:92]=[C:93]4[C:88](=[C:89]([CH3:119])[CH:90]=3)[N:87]=[CH:86][C:85]([C:120]([NH2:122])=[O:121])=[C:84]4[NH:83][C:79]3[CH:80]=[CH:81][CH:82]=[C:77]([O:76][CH3:75])[CH:78]=3)(=[O:95])=[O:96])[CH:102]=[CH:101][CH:100]=2)=[O:118])=[C:106]([CH3:117])[CH:107]=1)([C:4]([CH3:6])([CH3:5])[CH3:7])([CH3:3])[CH3:2].